From a dataset of Reaction yield outcomes from USPTO patents with 853,638 reactions. Predict the reaction yield, written as a fraction of the theoretical maximum amount of product (1.0 means a 100% yield; for example, 0.34 means a 34% yield). (1) The reactants are [H-].[Al+3].[Li+].[H-].[H-].[H-].C[O:8][C:9]([C:11]1[CH:26]=[CH:25][C:14]2[O:15][C:16]3[CH:24]=[CH:23][CH:22]=[CH:21][C:17]=3[C:18](=[O:20])[NH:19][C:13]=2[CH:12]=1)=O. The yield is 0.460. The product is [OH:8][CH2:9][C:11]1[CH:26]=[CH:25][C:14]2[O:15][C:16]3[CH:24]=[CH:23][CH:22]=[CH:21][C:17]=3[C:18](=[O:20])[NH:19][C:13]=2[CH:12]=1. The catalyst is C1COCC1. (2) The reactants are O[CH2:2][N:3]1[CH2:7][CH:6]([CH2:8][CH2:9][CH3:10])[CH2:5][C:4]1=[O:11].S(Cl)(Cl)=O.[CH3:16][C:17]1[CH:18]=[N:19][C:20]2[N:21]([N:23]=[C:24]([C:26]3[CH:31]=[CH:30][CH:29]=[CH:28][CH:27]=3)[CH:25]=2)[CH:22]=1.[Al+3].[Cl-].[Cl-].[Cl-]. The catalyst is C1(C)C=CC=CC=1. The product is [CH3:16][C:17]1[CH:18]=[N:19][C:20]2[N:21]([N:23]=[C:24]([C:26]3[CH:27]=[CH:28][CH:29]=[CH:30][CH:31]=3)[C:25]=2[CH2:2][N:3]2[CH2:7][CH:6]([CH2:8][CH2:9][CH3:10])[CH2:5][C:4]2=[O:11])[CH:22]=1. The yield is 0.500. (3) The reactants are [CH:1]([C:3]1[CH:8]=[C:7](Br)[CH:6]=[C:5]([CH:10]=[O:11])[C:4]=1[OH:12])=[O:2].[CH:13]#[C:14][CH2:15][CH2:16][CH2:17][CH2:18][CH2:19][CH2:20][CH2:21][CH2:22][CH2:23][CH3:24]. The catalyst is C(#N)C.[Cu]I.C1(C=CC=CC=1)[P](C1C=CC=CC=1)(C1C=CC=CC=1)[Pd][P](C1C=CC=CC=1)(C1C=CC=CC=1)C1C=CC=CC=1. The product is [CH:1]([C:3]1[CH:8]=[C:7]([C:13]#[C:14][CH2:15][CH2:16][CH2:17][CH2:18][CH2:19][CH2:20][CH2:21][CH2:22][CH2:23][CH3:24])[CH:6]=[C:5]([CH:10]=[O:11])[C:4]=1[OH:12])=[O:2]. The yield is 0.460. (4) The yield is 0.460. The catalyst is O1CCCC1. The reactants are [OH:1][C:2]1[C:9](O)=[CH:8][CH:7]=[CH:6][C:3]=1[CH:4]=[O:5].[H-].[Na+].[Cl:13][C:14]1[CH:21]=[CH:20][C:17]([CH2:18]Br)=[CH:16][CH:15]=1.CN(C)[CH:24]=[O:25]. The product is [Cl:13][C:14]1[CH:21]=[CH:20][C:17]([CH2:18][O:1][C:2]2[C:9]([O:25][CH2:24][C:17]3[CH:20]=[CH:21][C:14]([Cl:13])=[CH:15][CH:16]=3)=[CH:8][CH:7]=[CH:6][C:3]=2[CH:4]=[O:5])=[CH:16][CH:15]=1. (5) The reactants are [C:1]([O:5][C:6]([N:8]1[CH2:13][CH2:12][C:11]([CH:20]2[CH2:25][CH2:24][CH2:23][CH2:22][CH2:21]2)([CH2:14]OS(C)(=O)=O)[CH2:10][CH2:9]1)=[O:7])([CH3:4])([CH3:3])[CH3:2].[N-:26]=[N+:27]=[N-:28].[Na+]. The catalyst is CN(C=O)C. The product is [C:1]([O:5][C:6]([N:8]1[CH2:13][CH2:12][C:11]([CH:20]2[CH2:25][CH2:24][CH2:23][CH2:22][CH2:21]2)([CH2:14][N:26]=[N+:27]=[N-:28])[CH2:10][CH2:9]1)=[O:7])([CH3:4])([CH3:3])[CH3:2]. The yield is 0.760. (6) The reactants are C(N(CC)C(C)C)(C)C.[CH2:10]([N:17]([CH3:28])[C@H:18]([C:20]([C@:22]([CH3:27])([OH:26])[C:23]([OH:25])=O)=[O:21])[CH3:19])[C:11]1[CH:16]=[CH:15][CH:14]=[CH:13][CH:12]=1.[NH:29]1[CH2:34][CH2:33][CH2:32][CH2:31][CH2:30]1. The catalyst is C(Cl)Cl. The product is [CH2:10]([N:17]([CH3:28])[C@H:18]([C:20]([C@:22]([CH3:27])([OH:26])[C:23]([N:29]1[CH2:34][CH2:33][CH2:32][CH2:31][CH2:30]1)=[O:25])=[O:21])[CH3:19])[C:11]1[CH:12]=[CH:13][CH:14]=[CH:15][CH:16]=1. The yield is 0.558. (7) The reactants are [NH2:1][C:2]1[C:7](I)=[CH:6][C:5]([Br:9])=[CH:4][N:3]=1.[CH2:10](N(CC)CC)[CH3:11].CC(C)(O)C#C. The catalyst is ClCCl.C1(C)C=CC=CC=1.O.C1C=CC(P(C2C=CC=CC=2)C2C=CC=CC=2)=CC=1.C1C=CC(P(C2C=CC=CC=2)C2C=CC=CC=2)=CC=1.Cl[Pd]Cl.[Cu]I. The product is [Br:9][C:5]1[CH:6]=[C:7]2[C:2](=[N:3][CH:4]=1)[NH:1][CH:11]=[CH:10]2. The yield is 0.620. (8) The yield is 0.570. The catalyst is CN(C=O)C.C(Cl)Cl. The reactants are C([O:3][P:4]([CH2:9][CH2:10][NH:11][CH2:12][C:13]([CH3:36])=[CH:14][CH2:15][C:16]1[C:17]([O:29]CC[Si](C)(C)C)=[C:18]2[C:22](=[C:23]([CH3:27])[C:24]=1[CH2:25][CH3:26])[CH2:21][O:20][C:19]2=[O:28])(=[O:8])[O:5]CC)C.C[Si](Br)(C)C. The product is [CH2:25]([C:24]1[C:23]([CH3:27])=[C:22]2[C:18]([C:19](=[O:28])[O:20][CH2:21]2)=[C:17]([OH:29])[C:16]=1[CH2:15][CH:14]=[C:13]([CH3:36])[CH2:12][NH:11][CH2:10][CH2:9][P:4](=[O:3])([OH:8])[OH:5])[CH3:26]. (9) The reactants are [CH2:1]([O:8][C:9]1[CH:17]=[CH:16][C:12]([C:13]([OH:15])=O)=[CH:11][CH:10]=1)[C:2]1[CH:7]=[CH:6][CH:5]=[CH:4][CH:3]=1.[NH2:18][N:19]1[CH2:24][CH2:23][O:22][CH2:21][CH2:20]1.Cl.CN(C)CCCN=C=NCC.O.ON1C2C=CC=CC=2N=N1. The catalyst is CN(C)C=O.CO.C(Cl)Cl.CCN(CC)CC. The product is [N:19]1([NH:18][C:13](=[O:15])[C:12]2[CH:11]=[CH:10][C:9]([O:8][CH2:1][C:2]3[CH:3]=[CH:4][CH:5]=[CH:6][CH:7]=3)=[CH:17][CH:16]=2)[CH2:24][CH2:23][O:22][CH2:21][CH2:20]1. The yield is 0.900.